From a dataset of Full USPTO retrosynthesis dataset with 1.9M reactions from patents (1976-2016). Predict the reactants needed to synthesize the given product. (1) Given the product [Cl:17][C:11]1[CH:10]=[C:9]([C:6]2[CH:7]=[CH:8][N:4]([CH2:3][C@@H:2]([NH:1][C:27]([C:24]3[CH:23]=[C:22]([CH2:21][C:20](=[O:19])[CH3:30])[O:26][N:25]=3)=[O:28])[CH3:18])[N:5]=2)[CH:16]=[CH:15][C:12]=1[C:13]#[N:14], predict the reactants needed to synthesize it. The reactants are: [NH2:1][C@@H:2]([CH3:18])[CH2:3][N:4]1[CH:8]=[CH:7][C:6]([C:9]2[CH:16]=[CH:15][C:12]([C:13]#[N:14])=[C:11]([Cl:17])[CH:10]=2)=[N:5]1.[O:19]=[C:20]([CH3:30])[CH2:21][C:22]1[O:26][N:25]=[C:24]([C:27](O)=[O:28])[CH:23]=1. (2) Given the product [Cl:1][C:2]1[C:10]([O:11][CH2:12][CH2:13][CH2:14][O:15][Si:16]([C:19]([CH3:22])([CH3:21])[CH3:20])([CH3:17])[CH3:18])=[CH:9][C:8]([C:23]2[N:24]([C:34]([O:36][C:37]([CH3:39])([CH3:40])[CH3:38])=[O:35])[C:25]3[C:30]([CH:31]=2)=[CH:29][C:28]([CH2:32][N:43]([CH3:44])[CH3:42])=[CH:27][CH:26]=3)=[C:7]2[C:3]=1[CH2:4][NH:5][C:6]2=[O:41], predict the reactants needed to synthesize it. The reactants are: [Cl:1][C:2]1[C:10]([O:11][CH2:12][CH2:13][CH2:14][O:15][Si:16]([C:19]([CH3:22])([CH3:21])[CH3:20])([CH3:18])[CH3:17])=[CH:9][C:8]([C:23]2[N:24]([C:34]([O:36][C:37]([CH3:40])([CH3:39])[CH3:38])=[O:35])[C:25]3[C:30]([CH:31]=2)=[CH:29][C:28]([CH:32]=O)=[CH:27][CH:26]=3)=[C:7]2[C:3]=1[CH2:4][NH:5][C:6]2=[O:41].[CH3:42][NH:43][CH3:44].C1COCC1.C(O)(=O)C.C(O[BH-](OC(=O)C)OC(=O)C)(=O)C.[Na+].